From a dataset of Reaction yield outcomes from USPTO patents with 853,638 reactions. Predict the reaction yield, written as a fraction of the theoretical maximum amount of product (1.0 means a 100% yield; for example, 0.34 means a 34% yield). The reactants are CO[C:3]([CH:5]1[CH2:9][CH2:8][CH2:7][C:6]1=[O:10])=O.[F:11][C:12]1[CH:20]=[CH:19][C:18]([Cl:21])=[CH:17][C:13]=1[C:14]([NH2:16])=[NH:15].[CH2:22](O)C. No catalyst specified. The product is [Cl:21][C:18]1[CH:19]=[CH:20][C:12]([F:11])=[C:13]([C:14]2[N:16]=[C:6]([OH:10])[C:5]3[CH2:3][CH2:22][CH2:7][CH2:8][C:9]=3[N:15]=2)[CH:17]=1. The yield is 0.780.